From a dataset of Catalyst prediction with 721,799 reactions and 888 catalyst types from USPTO. Predict which catalyst facilitates the given reaction. Reactant: [Cl:1][C:2]1[C:11](=[O:12])[C:10]2[C:5](=[CH:6][CH:7]=[CH:8][CH:9]=2)[C:4](=[O:13])[C:3]=1[C:14]1[C:15](=[O:32])[C:16]2[C:21]([C:22](=[O:25])[C:23]=1O)=[CH:20][C:19]([CH2:26][CH2:27][CH:28]=[C:29]([CH3:31])[CH3:30])=[CH:18][CH:17]=2.C(Cl)(=O)C([Cl:36])=O.CN(C)C=O.O. Product: [Cl:36][C:23]1[C:22](=[O:25])[C:21]2[C:16](=[CH:17][CH:18]=[C:19]([CH2:26][CH2:27][CH:28]=[C:29]([CH3:31])[CH3:30])[CH:20]=2)[C:15](=[O:32])[C:14]=1[C:3]1[C:4](=[O:13])[C:5]2[C:10]([C:11](=[O:12])[C:2]=1[Cl:1])=[CH:9][CH:8]=[CH:7][CH:6]=2. The catalyst class is: 2.